From a dataset of Experimentally validated miRNA-target interactions with 360,000+ pairs, plus equal number of negative samples. Binary Classification. Given a miRNA mature sequence and a target amino acid sequence, predict their likelihood of interaction. (1) The miRNA is hsa-miR-484 with sequence UCAGGCUCAGUCCCCUCCCGAU. The protein sequence of the target gene is MVACRAIGILSRFSAFRILRSRGYICRNFTGSSALLTRTHINYGVKGDVAVVRINSPNSKVNTLSKELHSEFSEVMNEIWASDQIRSAVLISSKPGCFIAGADINMLAACKTLQEVTQLSQEAQRIVEKLEKSTKPIVAAINGSCLGGGLEVAISCQYRIATKDRKTVLGTPEVLLGALPGAGGTQRLPKMVGVPAALDMMLTGRSIRADRAKKMGLVDQLVEPLGPGLKPPEERTIEYLEEVAITFAKGLADKKISPKRDKGLVEKLTAYAMTIPFVRQQVYKKVEEKVRKQTKGLYPA.... Result: 1 (interaction). (2) The miRNA is mmu-miR-5129-5p with sequence AUGUGGGGGCAUUGGUAUUUUC. The protein sequence of the target gene is MSFGRDMELEHFDERDKAQRYSRGSRVNGLPSPTHSAHCSFYRTRTLQTLSSEKKAKKVRFYRNGDRYFKGIVYAISPDRFRSFEALLADLTRTLSDNVNLPQGVRTIYTIDGLKKISSLDQLVEGESYVCGSIEPFKKLEYTKNVNPNWSVNVKTTSASRAVSSLATAKGGPSEVRENKDFIRPKLVTIIRSGVKPRKAVRILLNKKTAHSFEQVLTDITDAIKLDSGVVKRLYTLDGKQVMCLQDFFGDDDIFIACGPEKFRYQDDFLLDESECRVVKSTSYTKIASASRRGTTKSPG.... Result: 0 (no interaction). (3) The miRNA is hsa-miR-130a-3p with sequence CAGUGCAAUGUUAAAAGGGCAU. The protein sequence of the target gene is MQRRGALFGMPGGSGGRKMAAGDIGELLVPHMPTIRVPRSGDRVYKNECAFSYDSPNSEGGLYVCMNTFLAFGREHVERHFRKTGQSVYMHLKRHVREKVRGASGGALPKRRNSKIFLDLDTDDDLNSDDYEYEDEAKLVIFPDHYEIALPNIEELPALVTIACDAVLSSKSPYRKQDPDTWENELPVSKYANNLTQLDNGVRIPPSGWKCARCDLRENLWLNLTDGSVLCGKWFFDSSGGNGHALEHYRDMGYPLAVKLGTITPDGADVYSFQEEEPVLDPHLAKHLAHFGIDMLHMHG.... Result: 1 (interaction). (4) The miRNA is hsa-miR-3689a-5p with sequence UGUGAUAUCAUGGUUCCUGGGA. The protein sequence of the target gene is MERRWPLGLGLVLLLCAPLPPGARAKEVTLMDTSKAQGELGWLLDPPKDGWSEQQQILNGTPLYMYQDCPMQGRRDTDHWLRSNWIYRGEEASRVHVELQFTVRDCKSFPGGAGPLGCKETFNLLYMESDQDVGIQLRRPLFQKVTTVAADQSFTIRDLVSGSVKLNVERCSLGRLTRRGLYLAFHNPGACVALVSVRVFYQRCPETLNGLAQFPDTLPGPAGLVEVAGTCLPHARASPRPSGAPRMHCSPDGEWLVPVGRCHCEPGYEEGGSGEACVACPSGSYRMDMDTPHCLTCPQQ.... Result: 0 (no interaction).